This data is from NCI-60 drug combinations with 297,098 pairs across 59 cell lines. The task is: Regression. Given two drug SMILES strings and cell line genomic features, predict the synergy score measuring deviation from expected non-interaction effect. (1) Drug 1: CC1=C2C(C(=O)C3(C(CC4C(C3C(C(C2(C)C)(CC1OC(=O)C(C(C5=CC=CC=C5)NC(=O)C6=CC=CC=C6)O)O)OC(=O)C7=CC=CC=C7)(CO4)OC(=O)C)O)C)OC(=O)C. Cell line: UACC-257. Synergy scores: CSS=21.3, Synergy_ZIP=1.13, Synergy_Bliss=2.10, Synergy_Loewe=-1.41, Synergy_HSA=3.24. Drug 2: C1=CN(C=N1)CC(O)(P(=O)(O)O)P(=O)(O)O. (2) Drug 1: CS(=O)(=O)C1=CC(=C(C=C1)C(=O)NC2=CC(=C(C=C2)Cl)C3=CC=CC=N3)Cl. Drug 2: C1C(C(OC1N2C=NC(=NC2=O)N)CO)O. Cell line: SN12C. Synergy scores: CSS=-2.17, Synergy_ZIP=-0.744, Synergy_Bliss=-2.67, Synergy_Loewe=-4.46, Synergy_HSA=-3.36. (3) Drug 1: C1=CC(=CC=C1CCC2=CNC3=C2C(=O)NC(=N3)N)C(=O)NC(CCC(=O)O)C(=O)O. Drug 2: C1=NC2=C(N1)C(=S)N=CN2. Cell line: KM12. Synergy scores: CSS=12.0, Synergy_ZIP=-11.5, Synergy_Bliss=-17.0, Synergy_Loewe=-19.0, Synergy_HSA=-14.3. (4) Drug 1: CCC1(CC2CC(C3=C(CCN(C2)C1)C4=CC=CC=C4N3)(C5=C(C=C6C(=C5)C78CCN9C7C(C=CC9)(C(C(C8N6C=O)(C(=O)OC)O)OC(=O)C)CC)OC)C(=O)OC)O.OS(=O)(=O)O. Drug 2: C1=NNC2=C1C(=O)NC=N2. Cell line: DU-145. Synergy scores: CSS=-3.70, Synergy_ZIP=2.42, Synergy_Bliss=1.35, Synergy_Loewe=-2.57, Synergy_HSA=-3.86. (5) Drug 1: CC1C(C(CC(O1)OC2CC(CC3=C2C(=C4C(=C3O)C(=O)C5=C(C4=O)C(=CC=C5)OC)O)(C(=O)C)O)N)O.Cl. Drug 2: C1=CC=C(C(=C1)C(C2=CC=C(C=C2)Cl)C(Cl)Cl)Cl. Cell line: UO-31. Synergy scores: CSS=11.2, Synergy_ZIP=-1.91, Synergy_Bliss=3.17, Synergy_Loewe=-23.4, Synergy_HSA=3.51. (6) Drug 1: CC12CCC3C(C1CCC2=O)CC(=C)C4=CC(=O)C=CC34C. Drug 2: C1CCC(CC1)NC(=O)N(CCCl)N=O. Cell line: NCI-H226. Synergy scores: CSS=20.0, Synergy_ZIP=-6.61, Synergy_Bliss=-1.63, Synergy_Loewe=-4.78, Synergy_HSA=-0.204. (7) Drug 1: COCCOC1=C(C=C2C(=C1)C(=NC=N2)NC3=CC=CC(=C3)C#C)OCCOC.Cl. Drug 2: CC1C(C(CC(O1)OC2CC(CC3=C2C(=C4C(=C3O)C(=O)C5=C(C4=O)C(=CC=C5)OC)O)(C(=O)CO)O)N)O.Cl. Cell line: NCI-H460. Synergy scores: CSS=55.8, Synergy_ZIP=0.0390, Synergy_Bliss=-0.420, Synergy_Loewe=1.24, Synergy_HSA=2.78. (8) Drug 1: CC1CCC2CC(C(=CC=CC=CC(CC(C(=O)C(C(C(=CC(C(=O)CC(OC(=O)C3CCCCN3C(=O)C(=O)C1(O2)O)C(C)CC4CCC(C(C4)OC)O)C)C)O)OC)C)C)C)OC. Drug 2: CCN(CC)CCNC(=O)C1=C(NC(=C1C)C=C2C3=C(C=CC(=C3)F)NC2=O)C. Cell line: T-47D. Synergy scores: CSS=21.8, Synergy_ZIP=-3.81, Synergy_Bliss=1.59, Synergy_Loewe=-31.2, Synergy_HSA=-1.64.